This data is from Reaction yield outcomes from USPTO patents with 853,638 reactions. The task is: Predict the reaction yield, written as a fraction of the theoretical maximum amount of product (1.0 means a 100% yield; for example, 0.34 means a 34% yield). (1) The reactants are [Si]([O:8][CH2:9][CH2:10][CH2:11][C:12]([C:20]1[CH:24]=[C:23]([CH:25]2[O:29][CH2:28][CH2:27][O:26]2)[S:22][CH:21]=1)([C:14]1[CH:19]=[CH:18][CH:17]=[CH:16][CH:15]=1)[OH:13])(C(C)(C)C)(C)C.O. The catalyst is C1COCC1. The product is [O:26]1[CH2:27][CH2:28][O:29][CH:25]1[C:23]1[S:22][CH:21]=[C:20]([C:12]([C:14]2[CH:19]=[CH:18][CH:17]=[CH:16][CH:15]=2)([OH:13])[CH2:11][CH2:10][CH2:9][OH:8])[CH:24]=1. The yield is 0.890. (2) The reactants are [NH2:1][C:2]1[N:3]=[CH:4][C:5]2[C:10]([C:11]([C:13]3[CH:14]=[CH:15][C:16]([C:33]#[N:34])=[C:17]([NH:19][C:20](=[O:32])[CH2:21][C:22]4[CH:27]=[CH:26][C:25]([C:28]([F:31])([F:30])[F:29])=[CH:24][CH:23]=4)[CH:18]=3)=[O:12])=[CH:9][N:8]([C:35]([CH3:46])([CH3:45])[CH2:36][O:37][Si](C(C)(C)C)(C)C)[C:6]=2[N:7]=1.CCCC[N+](CCCC)(CCCC)CCCC.[F-]. The catalyst is C1COCC1.CCOC(C)=O. The product is [NH2:1][C:2]1[N:3]=[CH:4][C:5]2[C:10]([C:11]([C:13]3[CH:14]=[CH:15][C:16]([C:33]#[N:34])=[C:17]([NH:19][C:20](=[O:32])[CH2:21][C:22]4[CH:23]=[CH:24][C:25]([C:28]([F:30])([F:31])[F:29])=[CH:26][CH:27]=4)[CH:18]=3)=[O:12])=[CH:9][N:8]([C:35]([CH3:46])([CH3:45])[CH2:36][OH:37])[C:6]=2[N:7]=1. The yield is 0.490. (3) The reactants are [C:1]1([C@@:11]23[CH2:16][C@@H:15]2[CH2:14][C:13](=O)[CH2:12]3)[C:10]2[C:5](=[CH:6][CH:7]=[CH:8][CH:9]=2)[CH:4]=[CH:3][CH:2]=1.C([O-])(=O)C.[NH4+].C([BH3-])#[N:24].[Na+].C(OCC)(=O)C.CO.C(N(CC)CC)C. The catalyst is CO. The product is [C:1]1([C@@:11]23[CH2:16][C@@H:15]2[CH2:14][CH:13]([NH2:24])[CH2:12]3)[C:10]2[C:5](=[CH:6][CH:7]=[CH:8][CH:9]=2)[CH:4]=[CH:3][CH:2]=1. The yield is 0.990. (4) The reactants are [F:1][C:2]1[CH:7]=[CH:6][C:5]([N:8]2[CH:12]=[C:11]([CH3:13])[N:10]=[N:9]2)=[CH:4][CH:3]=1.[Li]CCCC.CN([CH:22]=[O:23])C.[Cl-].[NH4+]. The catalyst is C1COCC1. The product is [F:1][C:2]1[CH:3]=[CH:4][C:5]([N:8]2[C:12]([CH:22]=[O:23])=[C:11]([CH3:13])[N:10]=[N:9]2)=[CH:6][CH:7]=1. The yield is 0.910. (5) The reactants are [N+:1]([C:4]1[CH:9]=[C:8]([C:10]2[CH:15]=[CH:14][CH:13]=[C:12]([NH:16][C:17](=[O:22])[C:18]([F:21])([F:20])[F:19])[CH:11]=2)[CH:7]=[CH:6][C:5]=1[CH:23](C(OC)=O)[C:24]([O:26]C)=[O:25])([O-:3])=[O:2]. The catalyst is Cl. The product is [N+:1]([C:4]1[CH:9]=[C:8]([C:10]2[CH:15]=[CH:14][CH:13]=[C:12]([NH:16][C:17](=[O:22])[C:18]([F:19])([F:20])[F:21])[CH:11]=2)[CH:7]=[CH:6][C:5]=1[CH2:23][C:24]([OH:26])=[O:25])([O-:3])=[O:2]. The yield is 0.730.